From a dataset of Forward reaction prediction with 1.9M reactions from USPTO patents (1976-2016). Predict the product of the given reaction. (1) Given the reactants [F:1][C:2]([F:13])([F:12])[S:3][C:4]1[CH:11]=[CH:10][C:7]([CH2:8][NH2:9])=[CH:6][CH:5]=1.[C:14](Cl)(=[O:21])[C:15]1[CH:20]=[CH:19][CH:18]=[CH:17][CH:16]=1.C(=O)(O)[O-].[Na+], predict the reaction product. The product is: [F:13][C:2]([F:12])([F:1])[S:3][C:4]1[CH:11]=[CH:10][C:7]([CH2:8][NH:9][C:14](=[O:21])[C:15]2[CH:20]=[CH:19][CH:18]=[CH:17][CH:16]=2)=[CH:6][CH:5]=1. (2) Given the reactants [Cl:1][C:2]1[N:7]=[C:6]([NH:8][CH2:9][C:10]([OH:13])([CH3:12])[CH3:11])[C:5]([C:14]([OH:16])=O)=[CH:4][N:3]=1.C(N(CC)CC)C.N1C(F)=NC(F)=NC=1[F:26], predict the reaction product. The product is: [Cl:1][C:2]1[N:7]=[C:6]([NH:8][CH2:9][C:10]([OH:13])([CH3:12])[CH3:11])[C:5]([C:14]([F:26])=[O:16])=[CH:4][N:3]=1. (3) The product is: [Br:24][C:25]1[CH:26]=[N:27][CH:28]=[C:29]([C:31]2[CH:35]=[CH:34][NH:33][CH:32]=2)[CH:30]=1. Given the reactants [F-].C([N+](CCCC)(CCCC)CCCC)CCC.O1CCCC1.[Br:24][C:25]1[CH:26]=[N:27][CH:28]=[C:29]([C:31]2[CH:35]=[CH:34][N:33]([Si](C(C)C)(C(C)C)C(C)C)[CH:32]=2)[CH:30]=1, predict the reaction product. (4) Given the reactants C[O:2][C:3]1[N:8]=[C:7]([O:9]C)[C:6]([C:11]2[S:12][C:13]([CH3:16])=[N:14][N:15]=2)=[CH:5][N:4]=1.O1CCOCC1, predict the reaction product. The product is: [CH3:16][C:13]1[S:12][C:11]([C:6]2[C:7](=[O:9])[NH:8][C:3](=[O:2])[NH:4][CH:5]=2)=[N:15][N:14]=1. (5) Given the reactants [NH:1]1[CH:5]=[C:4]([B:6]2[O:14][C:11]([CH3:13])([CH3:12])[C:8]([CH3:10])([CH3:9])[O:7]2)[CH:3]=[N:2]1.[CH2:15](Br)[CH:16]=[CH2:17].C[Si]([N-][Si](C)(C)C)(C)C.[Na+], predict the reaction product. The product is: [CH2:17]([N:2]1[CH:3]=[C:4]([B:6]2[O:7][C:8]([CH3:9])([CH3:10])[C:11]([CH3:13])([CH3:12])[O:14]2)[CH:5]=[N:1]1)[CH:16]=[CH2:15]. (6) Given the reactants [CH3:1][C:2]([CH3:20])([CH3:19])[C:3]([C:5]1[CH:10]=[CH:9][C:8]([C:11]2[N:15]([CH3:16])[C:14]([C:17]#[N:18])=[CH:13][CH:12]=2)=[CH:7][CH:6]=1)=[O:4].[BH4-].[Na+], predict the reaction product. The product is: [OH:4][CH:3]([C:5]1[CH:10]=[CH:9][C:8]([C:11]2[N:15]([CH3:16])[C:14]([C:17]#[N:18])=[CH:13][CH:12]=2)=[CH:7][CH:6]=1)[C:2]([CH3:20])([CH3:1])[CH3:19].